Dataset: Experimentally validated miRNA-target interactions with 360,000+ pairs, plus equal number of negative samples. Task: Binary Classification. Given a miRNA mature sequence and a target amino acid sequence, predict their likelihood of interaction. (1) The miRNA is hsa-miR-3689a-3p with sequence CUGGGAGGUGUGAUAUCGUGGU. The protein sequence of the target gene is MTGYTMLRNGGAGNGGQTCMLRWSNRIRLTWLSFTLFVILVFFPLIAHYYLTTLDEADEAGKRIFGPRVGNELCEVKHVLDLCRIRESVSEELLQLEAKRQELNSEIAKLNLKIEACKKSIENAKQDLLQLKNVISQTEHSYKELMAQNQPKLSLPIRLLPEKDDAGLPPPKATRGCRLHNCFDYSRCPLTSGFPVYVYDSDQFVFGSYLDPLVKQAFQATARANVYVTENADIACLYVILVGEMQEPVVLRPAELEKQLYSLPHWRTDGHNHVIINLSRKSDTQNLLYNVSTGRAMVAQ.... Result: 1 (interaction). (2) The miRNA is hsa-miR-527 with sequence CUGCAAAGGGAAGCCCUUUC. The protein sequence of the target gene is MENSDSNDKGSGDQSAAQRRSQMDRLDREEAFYQFVNNLSEEDYRLMRDNNLLGTPGESTEEELLRRLQQIKEGPPPQNSDENRGGDSSDDVSNGDSIIDWLNSVRQTGNTTRSGQRGNQSWRAVSRTNPNSGDFRFSLEINVNRNNGSQNSENENEPSARRSSGENVENNSQRQVENPRSESTSARPSRSERNSTEALTEVPPTRGQRRARSRSPDHRRTRARAERSRSPLHPMSEIPRRSHHSISSQTFEHPLVNETEGSSRTRHHVTLRQQISGPELLSRGLFAASGTRNASQGAGS.... Result: 1 (interaction).